From a dataset of Reaction yield outcomes from USPTO patents with 853,638 reactions. Predict the reaction yield, written as a fraction of the theoretical maximum amount of product (1.0 means a 100% yield; for example, 0.34 means a 34% yield). (1) The reactants are [F-].C([N+](CCCC)(CCCC)CCCC)CCC.[Si]([O:26][CH2:27][C:28]1[CH:29]=[C:30]([CH:49]=[C:50]([CH2:52][O:53][Si](C(C)(C)C)(C)C)[CH:51]=1)[N:31]([CH2:39][CH2:40][O:41][CH2:42][CH2:43][O:44][CH2:45][CH2:46][O:47][CH3:48])[CH2:32][C:33]([CH3:38])([S:35][S:36][CH3:37])[CH3:34])(C(C)(C)C)(C)C. The catalyst is C1COCC1. The product is [CH3:48][O:47][CH2:46][CH2:45][O:44][CH2:43][CH2:42][O:41][CH2:40][CH2:39][N:31]([CH2:32][C:33]([CH3:38])([S:35][S:36][CH3:37])[CH3:34])[C:30]1[CH:29]=[C:28]([CH2:27][OH:26])[CH:51]=[C:50]([CH2:52][OH:53])[CH:49]=1. The yield is 0.870. (2) The reactants are [F:1][C:2]1[CH:22]=[C:21]([F:23])[CH:20]=[CH:19][C:3]=1[CH2:4][N:5]1[C:9]2=[CH:10][N:11](C(OCC)=O)[CH:12]=[CH:13][C:8]2=[CH:7][CH2:6]1.N1C2=CN=C(C(OCC)=[O:34])C=C2C=C1.[H-].[Na+].FC1C=C(F)C=CC=1CBr.C[N:51]([CH:53]=[O:54])C. No catalyst specified. The product is [F:1][C:2]1[CH:22]=[C:21]([F:23])[CH:20]=[CH:19][C:3]=1[CH2:4][N:5]1[C:9]2=[CH:10][N:11]=[C:12]([C:53]([NH:51][OH:34])=[O:54])[CH:13]=[C:8]2[CH:7]=[CH:6]1. The yield is 0.480. (3) The reactants are N([O-])=O.[Na+].[Br:5][C:6]1[CH:7]=[C:8]([CH2:14][C:15]2[CH:20]=[C:19]([Br:21])[C:18](N)=[C:17]([Br:23])[CH:16]=2)[CH:9]=[C:10]([Br:13])[C:11]=1N.[PH2](O)=O.O. The catalyst is S(=O)(=O)(O)O.C(O)(=O)C. The product is [Br:5][C:6]1[CH:7]=[C:8]([CH2:14][C:15]2[CH:20]=[C:19]([Br:21])[CH:18]=[C:17]([Br:23])[CH:16]=2)[CH:9]=[C:10]([Br:13])[CH:11]=1. The yield is 0.230. (4) The reactants are CC(OC(/N=N/C(OC(C)C)=O)=O)C.[CH2:15]([O:17][C:18]([C:20]1([NH:25][C:26]([CH:28]2[CH2:32][CH:31]([OH:33])[CH2:30][CH:29]2[C:34](=[O:43])[N:35]([CH2:37][CH2:38][CH2:39][CH2:40][CH:41]=[CH2:42])[CH3:36])=[O:27])[CH2:22][CH:21]1[CH:23]=[CH2:24])=[O:19])[CH3:16].O[C:45]1[C:54]2[C:49](=[C:50]([CH3:57])[C:51]([O:55][CH3:56])=[CH:52][CH:53]=2)[N:48]=[C:47]([N:58]2[CH:62]=[CH:61][C:60]([CH:63]([CH3:65])[CH3:64])=[N:59]2)[N:46]=1.C1(P(C2C=CC=CC=2)C2C=CC=CC=2)C=CC=CC=1. The catalyst is CN(C=O)C. The product is [CH2:15]([O:17][C:18]([C:20]1([NH:25][C:26]([CH:28]2[CH2:32][CH:31]([O:33][C:45]3[C:54]4[C:49](=[C:50]([CH3:57])[C:51]([O:55][CH3:56])=[CH:52][CH:53]=4)[N:48]=[C:47]([N:58]4[CH:62]=[CH:61][C:60]([CH:63]([CH3:65])[CH3:64])=[N:59]4)[N:46]=3)[CH2:30][CH:29]2[C:34](=[O:43])[N:35]([CH2:37][CH2:38][CH2:39][CH2:40][CH:41]=[CH2:42])[CH3:36])=[O:27])[CH2:22][CH:21]1[CH:23]=[CH2:24])=[O:19])[CH3:16]. The yield is 0.340. (5) The reactants are CC([N:5]([CH2:9][C:10]1[CH:15]=[CH:14][CH:13]=[C:12]([CH2:16][N:17]2[C:25]3[C:20](=[C:21]([CH2:26][OH:27])[CH:22]=[CH:23][CH:24]=3)[C:19]([N:28]([S:38]([C:41]3[S:42][C:43]([Cl:46])=[CH:44][CH:45]=3)(=[O:40])=[O:39])[S:29]([C:32]3[S:33][C:34]([Cl:37])=[CH:35][CH:36]=3)(=[O:31])=[O:30])=[N:18]2)[CH:11]=1)C(=O)[O-])(C)C.FC(F)(F)C(O)=O. The catalyst is ClCCl. The product is [NH2:5][CH2:9][C:10]1[CH:11]=[C:12]([CH2:16][N:17]2[C:25]3[C:20](=[C:21]([CH2:26][OH:27])[CH:22]=[CH:23][CH:24]=3)[C:19]([N:28]([S:38]([C:41]3[S:42][C:43]([Cl:46])=[CH:44][CH:45]=3)(=[O:40])=[O:39])[S:29]([C:32]3[S:33][C:34]([Cl:37])=[CH:35][CH:36]=3)(=[O:31])=[O:30])=[N:18]2)[CH:13]=[CH:14][CH:15]=1. The yield is 0.660. (6) The reactants are [F:1][C:2]([F:17])([F:16])[O:3][C:4]1[CH:9]=[CH:8][C:7]([C:10]2[O:14][C:13](=[O:15])[NH:12][N:11]=2)=[CH:6][CH:5]=1.C1(C)C=CC(S(O[CH2:28][C:29]2([CH3:32])[CH2:31][O:30]2)(=O)=O)=CC=1.C(=O)([O-])[O-].[K+].[K+].[I-].[Na+]. The catalyst is CN(C=O)C.O. The product is [CH3:28][C:29]1([CH2:32][N:12]2[N:11]=[C:10]([C:7]3[CH:6]=[CH:5][C:4]([O:3][C:2]([F:1])([F:16])[F:17])=[CH:9][CH:8]=3)[O:14][C:13]2=[O:15])[CH2:31][O:30]1. The yield is 0.580.